From a dataset of Reaction yield outcomes from USPTO patents with 853,638 reactions. Predict the reaction yield, written as a fraction of the theoretical maximum amount of product (1.0 means a 100% yield; for example, 0.34 means a 34% yield). (1) The reactants are [N:1]1[CH:6]=[CH:5][CH:4]=[CH:3][C:2]=1[C:7]([NH:9][C:10]12[CH2:19][CH:14]3[CH2:15][CH:16]([CH2:18][C:12](C(O)=O)([CH2:13]3)[CH2:11]1)[CH2:17]2)=[O:8].C([N:25](CC)CC)C.C1C=CC(OP(OC2C=CC=CC=2)(N=[N+]=[N-])=O)=CC=1.Cl.C(=O)([O-])[O-].[Na+].[Na+]. The catalyst is C1(C)C=CC=CC=1. The product is [NH2:25][C:12]12[CH2:13][CH:14]3[CH2:15][CH:16]([CH2:17][C:10]([NH:9][C:7]([C:2]4[CH:3]=[CH:4][CH:5]=[CH:6][N:1]=4)=[O:8])([CH2:19]3)[CH2:11]1)[CH2:18]2. The yield is 0.930. (2) The reactants are O=[C:2]([C:9]1[C:14]([F:15])=[CH:13][CH:12]=[C:11]([F:16])[C:10]=1[F:17])[CH2:3][C:4]([O:6][CH2:7][CH3:8])=[O:5].[CH:18]([C:20]1[CH:25]=[CH:24][C:23]([N:26]2[CH2:31][CH2:30][N:29]([C:32]([O:34][C:35]([CH3:38])([CH3:37])[CH3:36])=[O:33])[CH2:28][CH2:27]2)=[CH:22][CH:21]=1)=O.[S:39]1[CH:43]=[CH:42][CH:41]=[C:40]1[C:44]1[CH:48]=[C:47]([NH2:49])[NH:46][N:45]=1.C([O-])(=O)C.[NH4+]. The catalyst is O.C(OCC)(=O)C. The product is [C:35]([O:34][C:32]([N:29]1[CH2:30][CH2:31][N:26]([C:23]2[CH:24]=[CH:25][C:20]([CH:18]3[C:3]([C:4]([O:6][CH2:7][CH3:8])=[O:5])=[C:2]([C:9]4[C:14]([F:15])=[CH:13][CH:12]=[C:11]([F:16])[C:10]=4[F:17])[NH:49][C:47]4[NH:46][N:45]=[C:44]([C:40]5[S:39][CH:43]=[CH:42][CH:41]=5)[C:48]3=4)=[CH:21][CH:22]=2)[CH2:27][CH2:28]1)=[O:33])([CH3:38])([CH3:37])[CH3:36]. The yield is 0.440. (3) The reactants are [CH2:1]1[C:10]2[C:5](=[CH:6][C:7]([C:11]([C:13]3[C:18]([CH3:20])([CH3:19])[CH2:17][CH2:16][C:15]([CH3:22])([CH3:21])[CH:14]=3)=[O:12])=[CH:8][CH:9]=2)[CH2:4][CH2:3][NH:2]1.C(N(CC)CC)C.[N:30]([Si](C)(C)C)=[C:31]=[O:32]. The catalyst is ClCCl. The product is [CH3:21][C:15]1([CH3:22])[CH2:16][CH2:17][C:18]([CH3:20])([CH3:19])[C:13]([C:11]([C:7]2[CH:6]=[C:5]3[C:10](=[CH:9][CH:8]=2)[CH2:1][N:2]([C:31]([NH2:30])=[O:32])[CH2:3][CH2:4]3)=[O:12])=[CH:14]1. The yield is 0.690. (4) The product is [N:4]1[C:5]2[C:10](=[CH:9][CH:8]=[CH:7][CH:6]=2)[CH:11]=[C:2]([NH:1][C:22](=[O:23])[O:24][C:25]([CH3:28])([CH3:27])[CH3:26])[CH:3]=1. The reactants are [NH2:1][C:2]1[CH:3]=[N:4][C:5]2[C:10]([CH:11]=1)=[CH:9][CH:8]=[CH:7][CH:6]=2.C[Si]([N-][Si](C)(C)C)(C)C.[Na+].[C:22](O[C:22]([O:24][C:25]([CH3:28])([CH3:27])[CH3:26])=[O:23])([O:24][C:25]([CH3:28])([CH3:27])[CH3:26])=[O:23]. The catalyst is C1COCC1. The yield is 0.890.